From a dataset of Forward reaction prediction with 1.9M reactions from USPTO patents (1976-2016). Predict the product of the given reaction. (1) Given the reactants [NH:1]1[C:5]2=[N:6][CH:7]=[CH:8][C:9]([C:10]3[O:14][C:13]([CH2:15][NH2:16])=[N:12][N:11]=3)=[C:4]2[CH:3]=[CH:2]1.[OH:17][C:18]1[CH:26]=[C:25]([OH:27])[CH:24]=[CH:23][C:19]=1[C:20](O)=[O:21].CN1CCOCC1.O.ON1C2C=CC=CC=2N=N1, predict the reaction product. The product is: [NH:1]1[C:5]2=[N:6][CH:7]=[CH:8][C:9]([C:10]3[O:14][C:13]([CH2:15][NH:16][C:20](=[O:21])[C:19]4[CH:23]=[CH:24][C:25]([OH:27])=[CH:26][C:18]=4[OH:17])=[N:12][N:11]=3)=[C:4]2[CH:3]=[CH:2]1. (2) The product is: [C:3]([O:7][C:8]([N:10]1[CH2:15][CH2:14][N:13]([CH2:18][CH2:19][O:20][Si:21]([C:24]([CH3:27])([CH3:26])[CH3:25])([CH3:23])[CH3:22])[C:12](=[O:16])[CH2:11]1)=[O:9])([CH3:6])([CH3:4])[CH3:5]. Given the reactants [H-].[Na+].[C:3]([O:7][C:8]([N:10]1[CH2:15][CH2:14][NH:13][C:12](=[O:16])[CH2:11]1)=[O:9])([CH3:6])([CH3:5])[CH3:4].Br[CH2:18][CH2:19][O:20][Si:21]([C:24]([CH3:27])([CH3:26])[CH3:25])([CH3:23])[CH3:22], predict the reaction product. (3) Given the reactants [N:1]1[N:5]2[CH:6]=[CH:7][C:8]([C:10]([OH:12])=[O:11])=[CH:9][C:4]2=[CH:3][CH:2]=1.[CH3:13]O, predict the reaction product. The product is: [CH3:13][O:11][C:10]([C:8]1[CH:7]=[CH:6][N:5]2[N:1]=[CH:2][CH:3]=[C:4]2[CH:9]=1)=[O:12]. (4) Given the reactants [Cl:1][C:2]1[C:7]2[CH2:8][CH2:9][NH:10][C:6]=2[CH:5]=[CH:4][N:3]=1.[Li+].C[Si]([N-][Si](C)(C)C)(C)C.[CH2:21]([N:23]([CH2:28][CH3:29])[C:24](=[O:27])[CH2:25]Cl)[CH3:22], predict the reaction product. The product is: [Cl:1][C:2]1[C:7]2[CH2:8][CH2:9][N:10]([CH2:25][C:24]([N:23]([CH2:28][CH3:29])[CH2:21][CH3:22])=[O:27])[C:6]=2[CH:5]=[CH:4][N:3]=1. (5) The product is: [NH2:1][CH2:4][CH:5]([OH:22])[CH2:6][N:7]1[C:8]2[CH:21]=[CH:20][CH:19]=[CH:18][C:9]=2[CH2:10][CH2:11][C:12]2[CH:17]=[CH:16][CH:15]=[CH:14][C:13]1=2. Given the reactants [N:1]([CH2:4][CH:5]([OH:22])[CH2:6][N:7]1[C:13]2[CH:14]=[CH:15][CH:16]=[CH:17][C:12]=2[CH2:11][CH2:10][C:9]2[CH:18]=[CH:19][CH:20]=[CH:21][C:8]1=2)=[N+]=[N-].C1C=CC(P(C2C=CC=CC=2)C2C=CC=CC=2)=CC=1, predict the reaction product. (6) The product is: [C:16]([N:19]([CH2:42][CH:43]1[CH2:45][CH2:44]1)[C:20]1[CH:21]=[C:22]([CH:27]=[C:28]([O:30][C:31]2[CH:36]=[N:35][C:34]([N:37]([CH2:38][CH:39]3[CH2:40][CH2:41]3)[C:7]([CH:4]3[CH2:3][CH2:2][O:1][CH2:6][CH2:5]3)=[O:9])=[CH:33][N:32]=2)[CH:29]=1)[C:23]([OH:25])=[O:24])(=[O:18])[CH3:17]. Given the reactants [O:1]1[CH2:6][CH2:5][CH:4]([C:7]([OH:9])=O)[CH2:3][CH2:2]1.C(Cl)(=O)C(Cl)=O.[C:16]([N:19]([CH2:42][CH:43]1[CH2:45][CH2:44]1)[C:20]1[CH:21]=[C:22]([CH:27]=[C:28]([O:30][C:31]2[CH:36]=[N:35][C:34]([NH:37][CH2:38][CH:39]3[CH2:41][CH2:40]3)=[CH:33][N:32]=2)[CH:29]=1)[C:23]([O:25]C)=[O:24])(=[O:18])[CH3:17].Cl.[OH-].[Na+], predict the reaction product.